Dataset: Catalyst prediction with 721,799 reactions and 888 catalyst types from USPTO. Task: Predict which catalyst facilitates the given reaction. (1) Reactant: [Cl:1][C:2]1[C:3]([N:8]2[C:12]([C:13]3[O:18][C:17](=[O:19])[C:16]4[CH:20]=[C:21](I)[CH:22]=[C:23]([CH3:24])[C:15]=4[N:14]=3)=[CH:11][C:10]([C:26]([F:29])([F:28])[F:27])=[N:9]2)=[N:4][CH:5]=[CH:6][CH:7]=1.[CH:30]([NH2:33])([CH3:32])[CH3:31]. Product: [Cl:1][C:2]1[C:3]([N:8]2[C:12]([C:13]([NH:14][C:15]3[C:16]([C:17]([NH:33][CH:30]([CH3:32])[CH3:31])=[O:19])=[CH:20][C:21]([C:17]([O:18][CH3:13])=[O:19])=[CH:22][C:23]=3[CH3:24])=[O:18])=[CH:11][C:10]([C:26]([F:28])([F:27])[F:29])=[N:9]2)=[N:4][CH:5]=[CH:6][CH:7]=1. The catalyst class is: 7. (2) Reactant: [CH2:1]([O:3][C:4]([C:6]1[C:10]([CH:11]=[CH:12][C:13]2[CH:18]=[CH:17][CH:16]=[CH:15][CH:14]=2)=[CH:9][S:8][C:7]=1[NH2:19])=[O:5])[CH3:2].[C:20]([CH2:22][C:23](Cl)=[O:24])#[N:21]. Product: [CH2:1]([O:3][C:4]([C:6]1[C:10]([CH:11]=[CH:12][C:13]2[CH:18]=[CH:17][CH:16]=[CH:15][CH:14]=2)=[CH:9][S:8][C:7]=1[NH:19][C:23](=[O:24])[CH2:22][C:20]#[N:21])=[O:5])[CH3:2]. The catalyst class is: 91. (3) Product: [Cl:24][C:25]1[CH:26]=[N:27][N:28]([C:30]2([C:33]3[NH:12][C:11]4=[N:10][C:9]([N:13]5[CH2:18][CH2:17][CH2:16][C@@H:15]([C:19]([O:21][CH2:22][CH3:23])=[O:20])[CH2:14]5)=[CH:8][CH:7]=[C:6]4[N:5]=3)[CH2:32][CH2:31]2)[CH:29]=1. The catalyst class is: 8. Reactant: C(O)(=O)C.[NH2:5][C:6]1[CH:7]=[CH:8][C:9]([N:13]2[CH2:18][CH2:17][CH2:16][C@@H:15]([C:19]([O:21][CH2:22][CH3:23])=[O:20])[CH2:14]2)=[N:10][C:11]=1[NH2:12].[Cl:24][C:25]1[CH:26]=[N:27][N:28]([C:30]2([C:33](=N)OCC)[CH2:32][CH2:31]2)[CH:29]=1.C(N(CC)CC)C. (4) Reactant: Cl[C:2]1[N:7]=[CH:6][C:5]([C@@H:8]2[CH2:12][CH2:11][C:10](=[O:13])[CH2:9]2)=[CH:4][CH:3]=1.Cl[Si](C)(C)C.[I-:19].[Na+]. Product: [I:19][C:2]1[N:7]=[CH:6][C:5]([C@@H:8]2[CH2:12][CH2:11][C:10](=[O:13])[CH2:9]2)=[CH:4][CH:3]=1. The catalyst class is: 397. (5) Reactant: Br[C:2]1[CH:7]=[CH:6][C:5]([O:8][CH3:9])=[CH:4][C:3]=1[Cl:10].[Cl-].[K+].C([O-])([O-])=O.[K+].[K+].C([O:21][CH:22](OCC)[CH:23]=[CH2:24])C. Product: [Cl:10][C:3]1[CH:4]=[C:5]([O:8][CH3:9])[CH:6]=[CH:7][C:2]=1[CH:24]=[CH:23][CH:22]=[O:21]. The catalyst class is: 3.